From a dataset of Forward reaction prediction with 1.9M reactions from USPTO patents (1976-2016). Predict the product of the given reaction. (1) Given the reactants [C:1]([C:4]1[CH:5]=[C:6]2[C:10](=[CH:11][CH:12]=1)[CH2:9][C:8]([NH:14][C:15](=[O:22])[C:16]1[CH:21]=[CH:20][CH:19]=[CH:18][CH:17]=1)([CH3:13])[CH2:7]2)(=O)[CH3:2], predict the reaction product. The product is: [CH2:1]([C:4]1[CH:5]=[C:6]2[C:10](=[CH:11][CH:12]=1)[CH2:9][C:8]([NH:14][C:15](=[O:22])[C:16]1[CH:17]=[CH:18][CH:19]=[CH:20][CH:21]=1)([CH3:13])[CH2:7]2)[CH3:2]. (2) Given the reactants [CH3:1][C:2]([S:21]([CH3:24])(=[O:23])=[O:22])([CH2:7][CH2:8][C:9]1[CH:14]=[CH:13][C:12]([C:15]#[C:16][Si](C)(C)C)=[CH:11][CH:10]=1)[C:3]([O:5][CH3:6])=[O:4].C([O-])([O-])=O.[K+].[K+], predict the reaction product. The product is: [C:15]([C:12]1[CH:11]=[CH:10][C:9]([CH2:8][CH2:7][C:2]([CH3:1])([S:21]([CH3:24])(=[O:22])=[O:23])[C:3]([O:5][CH3:6])=[O:4])=[CH:14][CH:13]=1)#[CH:16]. (3) Given the reactants [S:1](=[O:24])(=[O:23])([O:3][C:4]1[CH:21]=[CH:20][C:19]2[C@@H:18]3[C@H:9]([C@H:10]4[C@@:14]([CH2:16][CH2:17]3)([CH3:15])[C@@H:13]([OH:22])[CH2:12][CH2:11]4)[CH2:8][CH2:7][C:6]=2[CH:5]=1)[NH2:2].S(Cl)(=O)(=O)N, predict the reaction product. The product is: [S:1](=[O:23])(=[O:24])([O:3][C:4]1[CH:21]=[CH:20][C:19]2[C@@H:18]3[C@H:9]([C@H:10]4[C@@:14]([CH2:16][CH2:17]3)([CH3:15])[C:13](=[O:22])[CH2:12][CH2:11]4)[CH2:8][CH2:7][C:6]=2[CH:5]=1)[NH2:2]. (4) Given the reactants Cl.[NH2:2][CH2:3][CH2:4][O:5][C:6]([C:8]1[CH:9]([C:29]2[CH:34]=[CH:33][CH:32]=[CH:31][C:30]=2[F:35])[C:10]2[C:17]([NH2:18])=[C:16]([C:19](=[O:28])[C:20]3[CH:25]=[CH:24][C:23]([Cl:26])=[C:22]([Cl:27])[CH:21]=3)[S:15][C:11]=2[NH:12][C:13]=1[CH3:14])=[O:7].[C:36](OC(=O)C)(=[O:38])[CH3:37].C(N(CC)CC)C, predict the reaction product. The product is: [C:36]([NH:2][CH2:3][CH2:4][O:5][C:6]([C:8]1[CH:9]([C:29]2[CH:34]=[CH:33][CH:32]=[CH:31][C:30]=2[F:35])[C:10]2[C:17]([NH2:18])=[C:16]([C:19](=[O:28])[C:20]3[CH:25]=[CH:24][C:23]([Cl:26])=[C:22]([Cl:27])[CH:21]=3)[S:15][C:11]=2[NH:12][C:13]=1[CH3:14])=[O:7])(=[O:38])[CH3:37].